Predict which catalyst facilitates the given reaction. From a dataset of Catalyst prediction with 721,799 reactions and 888 catalyst types from USPTO. (1) Reactant: [O:1]1[CH2:3][CH:2]1[CH2:4][CH:5]([C:10]1[CH:15]=[CH:14][CH:13]=[CH:12][C:11]=1[C:16]([F:19])([F:18])[F:17])[C:6](OC)=[O:7].O.[NH2:21][NH2:22]. Product: [NH2:21][N:22]1[CH2:3][CH:2]([OH:1])[CH2:4][CH:5]([C:10]2[CH:15]=[CH:14][CH:13]=[CH:12][C:11]=2[C:16]([F:19])([F:18])[F:17])[C:6]1=[O:7]. The catalyst class is: 8. (2) Reactant: [I:1][C:2]1[CH:10]=[CH:9][C:5]([C:6]([OH:8])=[O:7])=[CH:4][N:3]=1.Cl.CN(C)[CH2:14][CH2:15]CN=C=NCC.C(O)C.CN(C1C=CC=CN=1)C. Product: [I:1][C:2]1[CH:10]=[CH:9][C:5]([C:6]([O:8][CH2:14][CH3:15])=[O:7])=[CH:4][N:3]=1. The catalyst class is: 4. (3) Reactant: C(OC([N:11]1[CH2:15][C@H:14]([O:16][CH3:17])[CH2:13][C@H:12]1[C:18]1[N:19]([CH3:37])[C:20](=[O:36])[C:21]([OH:35])=[C:22]([C:24]([NH:26][CH2:27][C:28]2[CH:33]=[CH:32][C:31]([F:34])=[CH:30][CH:29]=2)=[O:25])[N:23]=1)=O)C1C=CC=CC=1. Product: [F:34][C:31]1[CH:30]=[CH:29][C:28]([CH2:27][NH:26][C:24]([C:22]2[N:23]=[C:18]([C@@H:12]3[CH2:13][C@@H:14]([O:16][CH3:17])[CH2:15][NH:11]3)[N:19]([CH3:37])[C:20](=[O:36])[C:21]=2[OH:35])=[O:25])=[CH:33][CH:32]=1. The catalyst class is: 19. (4) Reactant: [CH3:1][C:2]([C:4]1[CH:9]=[C:8]([F:10])[C:7]([F:11])=[C:6]([F:12])[CH:5]=1)=O.[CH2:13]([CH2:15][NH2:16])[OH:14]. Product: [F:12][C:6]1[CH:5]=[C:4]([CH:2]([NH:16][CH2:15][CH2:13][OH:14])[CH3:1])[CH:9]=[C:8]([F:10])[C:7]=1[F:11]. The catalyst class is: 11. (5) Reactant: [I:1][C:2]1[CH:3]=[C:4]2[C:9](=[CH:10][CH:11]=1)[C:8](=[O:12])[NH:7][C:6](=[O:13])/[C:5]/2=[CH:14]/OC.CN(C)C=O.[CH3:22][N:23]1[CH2:27][CH2:26][CH2:25][CH:24]1[C:28]1[CH:29]=[CH:30][C:31]([NH2:34])=[N:32][CH:33]=1. Product: [I:1][C:2]1[CH:3]=[C:4]2[C:9](=[CH:10][CH:11]=1)[C:8](=[O:12])[NH:7][C:6](=[O:13])/[C:5]/2=[CH:14]\[NH:34][C:31]1[CH:30]=[CH:29][C:28]([CH:24]2[CH2:25][CH2:26][CH2:27][N:23]2[CH3:22])=[CH:33][N:32]=1. The catalyst class is: 28. (6) Reactant: C1(C)C=CC(S([CH:10](O)[C@H:11]2[O:15][C@@H:14]([N:16]3[CH:24]=[C:22]([CH3:23])[C:20](=[O:21])[NH:19][C:17]3=[O:18])[CH2:13][C@@H:12]2[OH:25])(=O)=O)=CC=1.[N-:28]=[N+:29]=[N-:30].[Na+].C(Cl)Cl. Product: [N:28]([CH2:10][C@H:11]1[O:15][C@@H:14]([N:16]2[CH:24]=[C:22]([CH3:23])[C:20](=[O:21])[NH:19][C:17]2=[O:18])[CH2:13][C@@H:12]1[OH:25])=[N+:29]=[N-:30]. The catalyst class is: 3. (7) Reactant: [Br:1][C:2]1[CH:3]=[CH:4][C:5]([O:9][CH3:10])=[C:6]([OH:8])[CH:7]=1.[C:11]1(C)C=CC(S(OCCCl)(=O)=O)=C[CH:12]=1.CC(C)([O-])C.[K+]. Product: [Br:1][C:2]1[CH:3]=[CH:4][C:5]([O:9][CH3:10])=[C:6]([O:8][CH:11]=[CH2:12])[CH:7]=1. The catalyst class is: 1.